Dataset: Forward reaction prediction with 1.9M reactions from USPTO patents (1976-2016). Task: Predict the product of the given reaction. (1) Given the reactants [F:1][C:2]([F:7])([F:6])[C:3]([OH:5])=[O:4].[I-].[CH3:9][O:10][C:11]([CH2:13][CH2:14][C:15]1[N+:19]([CH3:20])=[CH:18][N:17](C(C2C=CC=CC=2)(C2C=CC=CC=2)C2C=CC=CC=2)[CH:16]=1)=[O:12], predict the reaction product. The product is: [F:1][C:2]([F:7])([F:6])[C:3]([OH:5])=[O:4].[CH3:20][N:19]1[C:15]([CH2:14][CH2:13][C:11]([O:10][CH3:9])=[O:12])=[CH:16][N:17]=[CH:18]1. (2) Given the reactants [O:1]1[CH2:6][CH2:5][CH:4]([CH2:7][OH:8])[CH2:3][CH2:2]1.[Br:9][C:10]1[CH:11]=[C:12]([F:17])[C:13](F)=[N:14][CH:15]=1.[F:18]C1C=CC(S(N)(=O)=O)=CC=1[N+]([O-])=O, predict the reaction product. The product is: [Br:9][C:10]1[CH:11]=[C:12]([F:17])[C:13]([O:8][CH2:7][C:4]2([F:18])[CH2:5][CH2:6][O:1][CH2:2][CH2:3]2)=[N:14][CH:15]=1. (3) Given the reactants FC(F)(F)S(O[CH2:7][C:8]([F:11])([CH3:10])[CH3:9])(=O)=O.[NH:14]1[C:22]2[C:17](=[CH:18][CH:19]=[CH:20][CH:21]=2)[C:16]([CH2:23][C@H:24]([NH2:26])[CH3:25])=[CH:15]1.C(N(C(C)C)C(C)C)C, predict the reaction product. The product is: [NH:14]1[C:22]2[C:17](=[CH:18][CH:19]=[CH:20][CH:21]=2)[C:16]([CH2:23][C@H:24]([NH:26][CH2:7][C:8]([F:11])([CH3:10])[CH3:9])[CH3:25])=[CH:15]1. (4) Given the reactants [Cl:1][C:2]1[N:10]=[C:9]2[C:5]([N:6]=[C:7]([CH2:12][CH:13]=O)[N:8]2[CH3:11])=[C:4]([N:15]2[CH2:20][CH2:19][O:18][CH2:17][CH2:16]2)[N:3]=1.[CH:21]12[NH:28][CH:25]([CH2:26][CH2:27]1)[CH2:24][O:23][CH2:22]2.C(O[BH-](OC(=O)C)OC(=O)C)(=O)C.[Na+], predict the reaction product. The product is: [Cl:1][C:2]1[N:10]=[C:9]2[C:5]([N:6]=[C:7]([CH2:12][CH2:13][N:28]3[CH:21]4[CH2:27][CH2:26][CH:25]3[CH2:24][O:23][CH2:22]4)[N:8]2[CH3:11])=[C:4]([N:15]2[CH2:20][CH2:19][O:18][CH2:17][CH2:16]2)[N:3]=1. (5) Given the reactants [Cl:1][C:2]1[CH:3]=[C:4]([C:8]2[C:9]3[N:18]([CH2:19][C@H:20]4[CH2:25][CH2:24][C@H:23]([CH3:26])[CH2:22][CH2:21]4)[CH:17]=[C:16]([CH3:27])[C:10]=3[N:11]=[C:12]([C:14]#[N:15])[N:13]=2)[CH:5]=C[CH:7]=1.ClC1C=C(C2C3N(C[C@H]4CC[C@H](C)CC4)C=C(C)C=3[N:38]=C(C3NC(=O)ON=3)N=2)C=CC=1, predict the reaction product. The product is: [Cl:1][C:2]1[CH:3]=[C:4]([C:8]2[C:9]3[N:18]([CH2:19][C@H:20]4[CH2:25][CH2:24][C@H:23]([CH3:26])[CH2:22][CH2:21]4)[CH:17]=[C:16]([CH3:27])[C:10]=3[N:11]=[C:12]([C:14]#[N:15])[N:13]=2)[CH:5]=[N:38][CH:7]=1. (6) Given the reactants [CH3:1][C:2]1[O:6][N:5]=[C:4]([NH:7][S:8]([C:11]2[CH:12]=[CH:13][C:14]([NH2:17])=[CH:15][CH:16]=2)(=[O:10])=[O:9])[CH:3]=1.[N+:18]([O-:21])([OH:20])=[O:19], predict the reaction product. The product is: [CH3:1][C:2]1[O:6][N:5]=[C:4]([NH:7][S:8]([C:11]2[CH:16]=[CH:15][C:14]([NH2:17])=[CH:13][CH:12]=2)(=[O:10])=[O:9])[CH:3]=1.[N+:18]([O-:21])([O-:20])=[O:19]. (7) Given the reactants C[O:2][C:3]1[CH:4]=[C:5]([CH:19]=[CH:20][CH:21]=1)[N:6]([CH3:18])[C:7]([C:9]1[CH:17]=[CH:16][CH:15]=[CH:14][C:10]=1[C:11](Cl)=[O:12])=[O:8].[Al+3].[Cl-].[Cl-].[Cl-].[Na+].[Cl-], predict the reaction product. The product is: [OH:2][C:3]1[CH:21]=[CH:20][C:19]2[C:11](=[O:12])[C:10]3[CH:14]=[CH:15][CH:16]=[CH:17][C:9]=3[C:7](=[O:8])[N:6]([CH3:18])[C:5]=2[CH:4]=1. (8) The product is: [NH2:27][C:24]1[CH:25]=[CH:26][C:21](/[CH:20]=[C:18](\[CH3:19])/[C:17]([NH:16][C:13]2[CH:14]=[CH:15][C:10]([CH:6]([N:1]3[CH:5]=[CH:4][N:3]=[CH:2]3)[CH:7]([CH3:8])[CH3:9])=[CH:11][CH:12]=2)=[O:30])=[CH:22][CH:23]=1. Given the reactants [N:1]1([CH:6]([C:10]2[CH:15]=[CH:14][C:13]([NH:16][C:17](=[O:30])/[C:18](=[CH:20]/[C:21]3[CH:26]=[CH:25][C:24]([N+:27]([O-])=O)=[CH:23][CH:22]=3)/[CH3:19])=[CH:12][CH:11]=2)[CH:7]([CH3:9])[CH3:8])[CH:5]=[CH:4][N:3]=[CH:2]1.O.[OH-].[Na+], predict the reaction product.